From a dataset of NCI-60 drug combinations with 297,098 pairs across 59 cell lines. Regression. Given two drug SMILES strings and cell line genomic features, predict the synergy score measuring deviation from expected non-interaction effect. Drug 1: C1=NC2=C(N1)C(=S)N=CN2. Synergy scores: CSS=78.3, Synergy_ZIP=2.81, Synergy_Bliss=1.45, Synergy_Loewe=-0.145, Synergy_HSA=2.60. Cell line: HL-60(TB). Drug 2: N.N.Cl[Pt+2]Cl.